Dataset: Experimentally validated miRNA-target interactions with 360,000+ pairs, plus equal number of negative samples. Task: Binary Classification. Given a miRNA mature sequence and a target amino acid sequence, predict their likelihood of interaction. The miRNA is hsa-miR-5589-3p with sequence UGCACAUGGCAACCUAGCUCCCA. The protein sequence of the target gene is MFFTCGPNEAMVVSGFCRSPPVMVAGGRVFVLPCIQQIQRISLNTLTLNVKSEKVYTRHGVPISVTGIAQVKIQGQNKEMLAAACQMFLGKTEAEIAHIALETLEGHQRAIMAHMTVEEIYKDRQKFSEQVFKVASSDLVNMGISVVSYTLKDIHDDQDYLHSLGKARTAQVQKDARIGEAEAKRDAGIREAKAKQEKVSAQYLSEIEMAKAQRDYELKKAAYDIEVNTRRAQADLAYQLQVAKTKQQIEEQRVQVQVVERAQQVAVQEQEIARREKELEARVRKPAEAERYKLERLAEA.... Result: 0 (no interaction).